Dataset: Forward reaction prediction with 1.9M reactions from USPTO patents (1976-2016). Task: Predict the product of the given reaction. (1) Given the reactants [C:1]([O-])([O-])=O.[Cs+].[Cs+].CI.[OH:9][C:10]1[CH:18]=[CH:17][CH:16]=[C:15]2[C:11]=1[CH2:12][CH2:13][C:14]2=[O:19], predict the reaction product. The product is: [CH3:1][O:9][C:10]1[CH:18]=[CH:17][CH:16]=[C:15]2[C:11]=1[CH2:12][CH2:13][C:14]2=[O:19]. (2) Given the reactants [CH2:1]([O:8][C:9]1[CH:10]=[C:11]([F:20])[CH:12]=[C:13]2[C:18]=1[N:17]=[C:16](Cl)[CH:15]=[CH:14]2)[C:2]1[CH:7]=[CH:6][CH:5]=[CH:4][CH:3]=1.[CH3:21][O:22][CH2:23][CH2:24][O:25][C:26]1[CH:31]=[CH:30][N:29]2[CH:32]=[CH:33][N:34]=[C:28]2[CH:27]=1.C([O-])([O-])=O.[K+].[K+].O1CCOCC1, predict the reaction product. The product is: [CH2:1]([O:8][C:9]1[CH:10]=[C:11]([F:20])[CH:12]=[C:13]2[C:18]=1[N:17]=[C:16]([C:32]1[N:29]3[CH:30]=[CH:31][C:26]([O:25][CH2:24][CH2:23][O:22][CH3:21])=[CH:27][C:28]3=[N:34][CH:33]=1)[CH:15]=[CH:14]2)[C:2]1[CH:7]=[CH:6][CH:5]=[CH:4][CH:3]=1. (3) Given the reactants [Cl:1][C:2]1[CH:21]=[CH:20][C:19]([CH2:22][C@H:23]2[CH2:25][O:24]2)=[CH:18][C:3]=1[C:4]([NH:6][CH2:7][C:8]12[CH2:17][CH:12]3[CH2:13][CH:14]([CH2:16][CH:10]([CH2:11]3)[CH2:9]1)[CH2:15]2)=[O:5].[CH3:26][NH2:27].O1CCCC1.Cl, predict the reaction product. The product is: [ClH:1].[Cl:1][C:2]1[CH:21]=[CH:20][C:19]([CH2:22][C@H:23]([OH:24])[CH2:25][NH:27][CH3:26])=[CH:18][C:3]=1[C:4]([NH:6][CH2:7][C:8]12[CH2:15][CH:14]3[CH2:16][CH:10]([CH2:11][CH:12]([CH2:13]3)[CH2:17]1)[CH2:9]2)=[O:5].